From a dataset of Full USPTO retrosynthesis dataset with 1.9M reactions from patents (1976-2016). Predict the reactants needed to synthesize the given product. Given the product [Cl:22][C:5]1[C:6]([O:8][C:9]2[C:14]([O:15][CH:16]3[CH2:20][CH2:19][O:18][CH2:17]3)=[CH:13][CH:12]=[CH:11][C:10]=2[F:21])=[N:7][C:2]([NH:38][C:35]2[CH:36]=[CH:37][C:30]3[CH2:29][CH2:28][N:27]([CH2:26][CH2:25][O:24][CH3:23])[CH2:33][CH2:32][C:31]=3[CH:34]=2)=[N:3][CH:4]=1, predict the reactants needed to synthesize it. The reactants are: Cl[C:2]1[N:7]=[C:6]([O:8][C:9]2[C:14]([O:15][CH:16]3[CH2:20][CH2:19][O:18][CH2:17]3)=[CH:13][CH:12]=[CH:11][C:10]=2[F:21])[C:5]([Cl:22])=[CH:4][N:3]=1.[CH3:23][O:24][CH2:25][CH2:26][N:27]1[CH2:33][CH2:32][C:31]2[CH:34]=[C:35]([NH2:38])[CH:36]=[CH:37][C:30]=2[CH2:29][CH2:28]1.